From a dataset of Full USPTO retrosynthesis dataset with 1.9M reactions from patents (1976-2016). Predict the reactants needed to synthesize the given product. (1) Given the product [Cl:16][C:13]1[CH:14]=[CH:15][C:10]([C:8]([NH:7][C:6]2[CH:1]=[CH:2][C:3]([F:18])=[CH:4][CH:5]=2)=[O:9])=[CH:11][N:12]=1, predict the reactants needed to synthesize it. The reactants are: [CH:1]1[C:6]([NH:7][C:8]([C:10]2[CH:15]=[CH:14][C:13]([Cl:16])=[N+:12]([O-])[CH:11]=2)=[O:9])=[CH:5][CH:4]=[C:3]([F:18])[CH:2]=1.CNC.C(OCC)(=O)C.O. (2) The reactants are: Br[C:2]1[C:3]([C:18]#[N:19])=[CH:4][C:5]([N:8]2[CH:12]=[C:11]([C:13]([O:15][CH2:16][CH3:17])=[O:14])[CH:10]=[N:9]2)=[N:6][CH:7]=1.[CH3:20][S:21]([C:24]1[CH:25]=[C:26](B(O)O)[CH:27]=[CH:28][CH:29]=1)(=[O:23])=[O:22].P([O-])([O-])([O-])=O.[K+].[K+].[K+].O1CCOCC1.O. Given the product [C:18]([C:3]1[C:2]([C:28]2[CH:27]=[CH:26][CH:25]=[C:24]([S:21]([CH3:20])(=[O:23])=[O:22])[CH:29]=2)=[CH:7][N:6]=[C:5]([N:8]2[CH:12]=[C:11]([C:13]([O:15][CH2:16][CH3:17])=[O:14])[CH:10]=[N:9]2)[CH:4]=1)#[N:19], predict the reactants needed to synthesize it. (3) Given the product [NH:2]1[C:10]2[C:5](=[CH:6][CH:7]=[C:8]([CH2:11][C:12]([OH:14])=[O:13])[CH:9]=2)[CH:4]=[N:3]1, predict the reactants needed to synthesize it. The reactants are: Cl.[NH:2]1[C:10]2[C:5](=[CH:6][CH:7]=[C:8]([CH2:11][C:12]([O:14]C(C)(C)C)=[O:13])[CH:9]=2)[CH:4]=[N:3]1. (4) Given the product [F:32][C:33]([F:38])([F:37])[C:34]([OH:36])=[O:35].[CH3:1][O:2][C:3]1[C:29]([O:30][CH3:31])=[CH:28][C:6]2[N:7]([C:10]3[S:14][C:13]([C:15]([NH2:17])=[O:16])=[C:12]([OH:18])[CH:11]=3)[CH:8]=[N:9][C:5]=2[CH:4]=1, predict the reactants needed to synthesize it. The reactants are: [CH3:1][O:2][C:3]1[C:29]([O:30][CH3:31])=[CH:28][C:6]2[N:7]([C:10]3[S:14][C:13]([C:15]([NH2:17])=[O:16])=[C:12]([O:18]CC4C=CC(OC)=CC=4)[CH:11]=3)[CH:8]=[N:9][C:5]=2[CH:4]=1.[F:32][C:33]([F:38])([F:37])[C:34]([OH:36])=[O:35]. (5) Given the product [C:25]([C:23]1[C:22](=[O:30])[N:21]([CH2:31][C:32]2[CH:37]=[CH:36][C:35]([O:38][CH3:39])=[CH:34][CH:33]=2)[N:20]=[C:19]([CH2:18][N:15]2[C:16](=[O:17])[C:11]([O:10][C:8]3[CH:7]=[C:4]([CH:3]=[C:2]([Cl:1])[CH:9]=3)[C:5]#[N:6])=[C:12]([C:40]([F:41])([F:43])[F:42])[N:13]=[CH:14]2)[CH:24]=1)(=[O:27])[CH3:26], predict the reactants needed to synthesize it. The reactants are: [Cl:1][C:2]1[CH:3]=[C:4]([CH:7]=[C:8]([O:10][C:11]2[C:16](=[O:17])[N:15]([CH2:18][C:19]3[CH:24]=[C:23]([C:25]([O:27]CC)=[CH2:26])[C:22](=[O:30])[N:21]([CH2:31][C:32]4[CH:37]=[CH:36][C:35]([O:38][CH3:39])=[CH:34][CH:33]=4)[N:20]=3)[CH:14]=[N:13][C:12]=2[C:40]([F:43])([F:42])[F:41])[CH:9]=1)[C:5]#[N:6].Cl.O1CCOCC1. (6) The reactants are: [CH3:1][O:2][C:3](=[O:12])[C:4]1[CH:9]=[CH:8][C:7]([OH:10])=[CH:6][C:5]=1[F:11].[C:13]([O:17][C:18]([N:20]1[CH2:25][CH2:24][CH:23]([CH2:26][CH2:27][CH2:28]O)[CH2:22][CH2:21]1)=[O:19])([CH3:16])([CH3:15])[CH3:14].C1(P(C2C=CC=CC=2)C2C=CC=CC=2)C=CC=CC=1.CC(OC(/N=N/C(OC(C)C)=O)=O)C. Given the product [C:13]([O:17][C:18]([N:20]1[CH2:25][CH2:24][CH:23]([CH2:26][CH2:27][CH2:28][O:10][C:7]2[CH:8]=[CH:9][C:4]([C:3]([O:2][CH3:1])=[O:12])=[C:5]([F:11])[CH:6]=2)[CH2:22][CH2:21]1)=[O:19])([CH3:16])([CH3:15])[CH3:14], predict the reactants needed to synthesize it.